This data is from Forward reaction prediction with 1.9M reactions from USPTO patents (1976-2016). The task is: Predict the product of the given reaction. (1) Given the reactants [CH:1]1[C:7]([NH2:8])=[N:6][C:4](=[O:5])[N:3]([C@@H:9]2[O:13][C@H:12]([CH2:14][OH:15])[C@@H:11]([OH:16])[C:10]2([F:18])[F:17])[CH:2]=1.[ClH:19], predict the reaction product. The product is: [CH:1]1[C:7]([NH2:8])=[N:6][C:4](=[O:5])[N:3]([C@@H:9]2[O:13][C@H:12]([CH2:14][OH:15])[C@@H:11]([OH:16])[C:10]2([F:17])[F:18])[CH:2]=1.[ClH:19]. (2) Given the reactants [O:1]=[C:2]1[NH:6][C:5]2[CH:7]=[C:8]([C:11]([OH:13])=O)[CH:9]=[CH:10][C:4]=2[O:3]1.O[N:15]=[C:16]([NH2:23])[C:17]1[CH:22]=[CH:21][CH:20]=[N:19][CH:18]=1.N, predict the reaction product. The product is: [N:19]1[CH:20]=[CH:21][CH:22]=[C:17]([C:16]2[N:23]=[C:11]([C:8]3[CH:9]=[CH:10][C:4]4[O:3][C:2](=[O:1])[NH:6][C:5]=4[CH:7]=3)[O:13][N:15]=2)[CH:18]=1. (3) Given the reactants [Cl:1][C:2]1[CH:7]=[CH:6][C:5]([C:8](=O)[CH2:9][C:10](=O)[C:11]([F:14])([F:13])[F:12])=[CH:4][CH:3]=1.[NH2:17][C:18]1[N:19]=[CH:20][NH:21][C:22]=1[C:23]#[N:24], predict the reaction product. The product is: [Cl:1][C:2]1[CH:7]=[CH:6][C:5]([C:8]2[CH:9]=[C:10]([C:11]([F:14])([F:13])[F:12])[N:19]3[CH:20]=[N:21][C:22]([C:23]#[N:24])=[C:18]3[N:17]=2)=[CH:4][CH:3]=1. (4) The product is: [Br:1][C:2]1[C:7]([O:8][CH3:9])=[C:6]([CH:10]([N:18]2[C:19]3=[N:20][CH:21]=[N:22][C:23]([NH2:25])=[C:24]3[C:16]([CH3:15])=[N:17]2)[CH3:11])[CH:5]=[C:4]([Cl:13])[C:3]=1[CH3:14]. Given the reactants [Br:1][C:2]1[C:3]([CH3:14])=[C:4]([Cl:13])[CH:5]=[C:6]([CH:10](Cl)[CH3:11])[C:7]=1[O:8][CH3:9].[CH3:15][C:16]1[C:24]2[C:19](=[N:20][CH:21]=[N:22][C:23]=2[NH2:25])[NH:18][N:17]=1.[I-].[K+].C(=O)([O-])[O-].[Cs+].[Cs+], predict the reaction product. (5) The product is: [Cl:1][C:2]1[C:11]2[C:6](=[CH:7][CH:8]=[C:9]([CH3:12])[CH:10]=2)[N:5]=[C:4]([N:45]2[CH2:44][CH2:43]/[C:42](=[N:41]\[O:40][CH3:39])/[C:48]3[CH:49]=[CH:50][CH:51]=[CH:52][C:47]=3[CH2:46]2)[CH:3]=1. Given the reactants [Cl:1][C:2]1[C:11]2[C:6](=[CH:7][CH:8]=[C:9]([CH3:12])[CH:10]=2)[N:5]=[C:4](C2CCC(F)(F)C3C=CC=CC=3N2)[CH:3]=1.ClC1C=C(Cl)C2C(=CC=C(C)C=2)N=1.[CH3:39][O:40][N:41]=[C:42]1[C:48]2[CH:49]=[CH:50][CH:51]=[CH:52][C:47]=2[CH2:46][NH:45][CH2:44][CH2:43]1.NC1(CNC2C3C(=CC=C(C)C=3)N=C(N3CC/C(=N\OC)/C4C=CC=CC=4C3)C=2)COC1, predict the reaction product. (6) Given the reactants [F:1][C:2]1[CH:7]=[C:6]([F:8])[CH:5]=[CH:4][C:3]=1[C@:9]12[CH2:18][O:17][C@@H:16]([CH2:19][OH:20])[CH2:15][C@H:14]1[C@@H:13]([CH3:21])[S:12][C:11]([NH:22][C:23](=[O:30])[C:24]1[CH:29]=[CH:28][CH:27]=[CH:26][CH:25]=1)=[N:10]2.[H-].[Na+].I[CH3:34], predict the reaction product. The product is: [F:1][C:2]1[CH:7]=[C:6]([F:8])[CH:5]=[CH:4][C:3]=1[C@:9]12[CH2:18][O:17][C@@H:16]([CH2:19][O:20][CH3:34])[CH2:15][C@H:14]1[C@@H:13]([CH3:21])[S:12][C:11]([NH:22][C:23](=[O:30])[C:24]1[CH:25]=[CH:26][CH:27]=[CH:28][CH:29]=1)=[N:10]2. (7) Given the reactants [Cl:1][C:2]1[C:14]([Cl:15])=[CH:13][CH:12]=[C:11]2[C:3]=1[C:4]1[CH2:5][CH2:6][CH:7]([CH3:25])[C:8]([C:21]([F:24])([F:23])[F:22])([O:16][Si](C)(C)C)[C:9]=1[NH:10]2.[OH-].[K+].CCO, predict the reaction product. The product is: [Cl:1][C:2]1[C:14]([Cl:15])=[CH:13][CH:12]=[C:11]2[C:3]=1[C:4]1[CH2:5][CH2:6][CH:7]([CH3:25])[C:8]([C:21]([F:22])([F:23])[F:24])([OH:16])[C:9]=1[NH:10]2. (8) Given the reactants C[O:2][C:3](=[O:30])[C@@H:4]([O:27][CH2:28][CH3:29])[CH2:5][C:6]1[CH:11]=[CH:10][C:9]([O:12][CH2:13][C:14]2[N:15]=[C:16]([C:19]3[CH:24]=[CH:23][C:22]([Cl:25])=[CH:21][CH:20]=3)[S:17][CH:18]=2)=[CH:8][C:7]=1[Cl:26].[Li+].[OH-], predict the reaction product. The product is: [Cl:26][C:7]1[CH:8]=[C:9]([O:12][CH2:13][C:14]2[N:15]=[C:16]([C:19]3[CH:24]=[CH:23][C:22]([Cl:25])=[CH:21][CH:20]=3)[S:17][CH:18]=2)[CH:10]=[CH:11][C:6]=1[CH2:5][C@H:4]([O:27][CH2:28][CH3:29])[C:3]([OH:30])=[O:2]. (9) Given the reactants Cl.C[O:3][C:4](=[O:22])[C:5]([CH3:21])([C:7]1[CH:12]=[CH:11][C:10]([O:13][S:14]([C:17]([F:20])([F:19])[F:18])(=[O:16])=[O:15])=[CH:9][CH:8]=1)[CH3:6], predict the reaction product. The product is: [CH3:21][C:5]([C:7]1[CH:8]=[CH:9][C:10]([O:13][S:14]([C:17]([F:19])([F:20])[F:18])(=[O:16])=[O:15])=[CH:11][CH:12]=1)([CH3:6])[C:4]([OH:22])=[O:3]. (10) Given the reactants C(OC([N:8]1[CH2:14][CH2:13][CH2:12][N:11]([S:15]([C:18]2[CH:19]=[C:20]3[C:25](=[CH:26][CH:27]=2)[C:24]([O:28]C)=[N:23][CH:22]=[CH:21]3)(=[O:17])=[O:16])[CH2:10][CH2:9]1)=O)(C)(C)C.Cl.O1CCOCC1, predict the reaction product. The product is: [N:11]1([S:15]([C:18]2[CH:19]=[C:20]3[C:25](=[CH:26][CH:27]=2)[C:24](=[O:28])[NH:23][CH:22]=[CH:21]3)(=[O:17])=[O:16])[CH2:12][CH2:13][CH2:14][NH:8][CH2:9][CH2:10]1.